This data is from Reaction yield outcomes from USPTO patents with 853,638 reactions. The task is: Predict the reaction yield, written as a fraction of the theoretical maximum amount of product (1.0 means a 100% yield; for example, 0.34 means a 34% yield). (1) The reactants are [C:1]([O:5][C:6]([N:8]1[CH2:13][CH2:12][N:11]([C:14]([C:16]2[CH:21]=[CH:20][C:19](B(O)O)=[CH:18][C:17]=2[F:25])=[O:15])[CH2:10][C@@H:9]1[CH3:26])=[O:7])([CH3:4])([CH3:3])[CH3:2].Br[C:28]1[CH:37]=[CH:36][C:31]2[N:32]([CH3:35])[CH:33]=[N:34][C:30]=2[CH:29]=1.C(=O)([O-])[O-].[Na+].[Na+].C(O)C. The catalyst is C1(C)C=CC=CC=1.O.C1C=CC([P]([Pd]([P](C2C=CC=CC=2)(C2C=CC=CC=2)C2C=CC=CC=2)([P](C2C=CC=CC=2)(C2C=CC=CC=2)C2C=CC=CC=2)[P](C2C=CC=CC=2)(C2C=CC=CC=2)C2C=CC=CC=2)(C2C=CC=CC=2)C2C=CC=CC=2)=CC=1. The product is [F:25][C:17]1[CH:18]=[C:19]([C:28]2[CH:37]=[CH:36][C:31]3[N:32]([CH3:35])[CH:33]=[N:34][C:30]=3[CH:29]=2)[CH:20]=[CH:21][C:16]=1[C:14]([N:11]1[CH2:12][CH2:13][N:8]([C:6]([O:5][C:1]([CH3:4])([CH3:3])[CH3:2])=[O:7])[C@@H:9]([CH3:26])[CH2:10]1)=[O:15]. The yield is 0.770. (2) The yield is 0.350. The product is [F:36][C:37]1[CH:45]=[CH:44][CH:43]=[C:42]2[C:38]=1[CH:39]=[C:40]([C:2]1[C:7](=[O:8])[N:6]([CH3:9])[CH:5]=[C:4]([C:10]3[C:11]([N:30]([CH3:35])[S:31]([CH3:34])(=[O:33])=[O:32])=[CH:12][C:13]4[O:17][C:16]([C:18]5[CH:23]=[CH:22][C:21]([F:24])=[CH:20][CH:19]=5)=[C:15]([C:25]([NH:27][CH3:28])=[O:26])[C:14]=4[CH:29]=3)[CH:3]=1)[NH:41]2. The catalyst is O1CCOCC1.O.[Pd](Cl)Cl.C(P(C(C)(C)C)[C-]1C=CC=C1)(C)(C)C.[C-]1(P(C(C)(C)C)C(C)(C)C)C=CC=C1.[Fe+2]. The reactants are Br[C:2]1[C:7](=[O:8])[N:6]([CH3:9])[CH:5]=[C:4]([C:10]2[C:11]([N:30]([CH3:35])[S:31]([CH3:34])(=[O:33])=[O:32])=[CH:12][C:13]3[O:17][C:16]([C:18]4[CH:23]=[CH:22][C:21]([F:24])=[CH:20][CH:19]=4)=[C:15]([C:25]([NH:27][CH3:28])=[O:26])[C:14]=3[CH:29]=2)[CH:3]=1.[F:36][C:37]1[CH:45]=[CH:44][CH:43]=[C:42]2[C:38]=1[CH:39]=[C:40](B1OC(C)(C)C(C)(C)O1)[NH:41]2. (3) The reactants are [CH3:1][Si:2]([CH3:10])([CH3:9])[O:3][C:4]([CH3:8])([C:6]#[CH:7])[CH3:5].[Li]CCCC.[C:16]([C:18]1[CH:19]=[C:20]([CH:27]=[CH:28][C:29]=1[O:30][CH3:31])[C:21](N(OC)C)=[O:22])#[N:17]. The catalyst is C1COCC1. The product is [CH3:31][O:30][C:29]1[CH:28]=[CH:27][C:20]([C:21](=[O:22])[C:7]#[C:6][C:4]([CH3:8])([O:3][Si:2]([CH3:10])([CH3:9])[CH3:1])[CH3:5])=[CH:19][C:18]=1[C:16]#[N:17]. The yield is 0.560. (4) The reactants are [CH3:1][C:2]1[CH:3]=[C:4]([C:11]([OH:13])=[O:12])[CH:5]=[C:6]2[C:10]=1[NH:9][N:8]=[CH:7]2.[Cl:14]N1C(=O)CCC1=O.S([O-])([O-])(=O)=S.[Na+].[Na+].Cl. The catalyst is CC#N.O. The product is [Cl:14][C:7]1[C:6]2[C:10](=[C:2]([CH3:1])[CH:3]=[C:4]([C:11]([OH:13])=[O:12])[CH:5]=2)[NH:9][N:8]=1. The yield is 0.980. (5) The reactants are [C:1]([C:5]1[O:9][N:8]=[C:7]([NH:10][C:11]([NH:13][C:14]2[CH:19]=[CH:18][CH:17]=[C:16]([O:20][C:21]3[C:30]4[C:25](=[CH:26][C:27]([O:33][CH2:34][CH2:35][CH2:36]Cl)=[C:28]([O:31][CH3:32])[CH:29]=4)[N:24]=[CH:23][N:22]=3)[CH:15]=2)=[O:12])[CH:6]=1)([CH3:4])([CH3:3])[CH3:2].[NH:38]1[CH2:42][CH2:41][CH:40]([OH:43])[CH2:39]1. No catalyst specified. The product is [C:1]([C:5]1[O:9][N:8]=[C:7]([NH:10][C:11]([NH:13][C:14]2[CH:19]=[CH:18][CH:17]=[C:16]([O:20][C:21]3[C:30]4[C:25](=[CH:26][C:27]([O:33][CH2:34][CH2:35][CH2:36][N:38]5[CH2:42][CH2:41][CH:40]([OH:43])[CH2:39]5)=[C:28]([O:31][CH3:32])[CH:29]=4)[N:24]=[CH:23][N:22]=3)[CH:15]=2)=[O:12])[CH:6]=1)([CH3:4])([CH3:3])[CH3:2]. The yield is 0.0400. (6) The reactants are Br[C:2]1[N:3]=[CH:4][C:5]([NH:10][C@@H:11]2[C:19]3[C:14](=[CH:15][CH:16]=[CH:17][CH:18]=3)[CH2:13][C@@H:12]2[OH:20])=[N:6][C:7]=1[O:8][CH3:9].C1(P(C2CCCCC2)C2C=CC=CC=2C2C3C(C4C=CC=CC=4C=2)=CC=CC=3)CCCCC1.[Cl:54][C:55]1[CH:60]=[C:59]([Cl:61])[CH:58]=[CH:57][C:56]=1B(O)O.[O-]P([O-])([O-])=O.[K+].[K+].[K+]. The catalyst is C(Cl)Cl.C1C=CC(/C=C/C(/C=C/C2C=CC=CC=2)=O)=CC=1.C1C=CC(/C=C/C(/C=C/C2C=CC=CC=2)=O)=CC=1.C1C=CC(/C=C/C(/C=C/C2C=CC=CC=2)=O)=CC=1.[Pd].[Pd].C1(C)C=CC=CC=1. The product is [Cl:54][C:55]1[CH:60]=[C:59]([Cl:61])[CH:58]=[CH:57][C:56]=1[C:2]1[N:3]=[CH:4][C:5]([NH:10][C@@H:11]2[C:19]3[C:14](=[CH:15][CH:16]=[CH:17][CH:18]=3)[CH2:13][C@@H:12]2[OH:20])=[N:6][C:7]=1[O:8][CH3:9]. The yield is 0.310.